The task is: Predict the reaction yield, written as a fraction of the theoretical maximum amount of product (1.0 means a 100% yield; for example, 0.34 means a 34% yield).. This data is from Reaction yield outcomes from USPTO patents with 853,638 reactions. (1) The reactants are [CH2:1]([N:5]([CH2:45][CH2:46][CH2:47][CH3:48])[C:6]([C:8]1[N:9]=[C:10]([C:21]2[CH:30]=[CH:29][C:24]([C:25]([O:27][CH3:28])=[O:26])=[CH:23][C:22]=2[C:31]([N:33]2[C@H:42]([CH2:43][OH:44])[CH2:41][C:40]3[C:35](=[CH:36][CH:37]=[CH:38][CH:39]=3)[CH2:34]2)=[O:32])[N:11]([CH2:13][CH2:14][C:15]2C=CC=CC=2)[CH:12]=1)=[O:7])[CH2:2][CH2:3][CH3:4].C(N(CCCC)C(C1N=C(C2C=CC(C(OC)=O)=CC=2C(O)=O)N(CCC[N:64]2[CH2:69][CH2:68][O:67][CH2:66][CH2:65]2)C=1)=O)CCC. The product is [CH2:45]([N:5]([CH2:1][CH2:2][CH2:3][CH3:4])[C:6]([C:8]1[N:9]=[C:10]([C:21]2[CH:30]=[CH:29][C:24]([C:25]([O:27][CH3:28])=[O:26])=[CH:23][C:22]=2[C:31]([N:33]2[C@H:42]([CH2:43][OH:44])[CH2:41][C:36]3[C:35](=[CH:40][CH:39]=[CH:38][CH:37]=3)[CH2:34]2)=[O:32])[N:11]([CH2:13][CH2:14][CH2:15][N:64]2[CH2:69][CH2:68][O:67][CH2:66][CH2:65]2)[CH:12]=1)=[O:7])[CH2:46][CH2:47][CH3:48]. No catalyst specified. The yield is 0.910. (2) The reactants are [CH3:1][O:2][C:3]1[CH:4]=[CH:5][C:6]2[C:10]([O:11][C:12]3[CH:26]=[CH:25][C:15]([O:16][CH2:17][CH2:18][N:19]4[CH2:24][CH2:23][CH2:22][CH2:21][CH2:20]4)=[CH:14][CH:13]=3)=[CH:9][S:8][C:7]=2[CH:27]=1.C([Li])CCC.[S:33]1[CH2:38][CH2:37][C:36](=[O:39])[CH2:35][CH2:34]1. The catalyst is O1CCCC1.C(OCC)(=O)C.[Cl-].[NH4+]. The product is [CH3:1][O:2][C:3]1[CH:4]=[CH:5][C:6]2[C:10]([O:11][C:12]3[CH:13]=[CH:14][C:15]([O:16][CH2:17][CH2:18][N:19]4[CH2:24][CH2:23][CH2:22][CH2:21][CH2:20]4)=[CH:25][CH:26]=3)=[C:9]([C:36]3([OH:39])[CH2:37][CH2:38][S:33][CH2:34][CH2:35]3)[S:8][C:7]=2[CH:27]=1. The yield is 1.00. (3) The reactants are [CH3:1][O:2][C:3]1[CH:21]=[C:20]([O:22][CH2:23][C:24]2[N:25]=[C:26]([C:29]3(O)[CH2:34][CH2:33][CH2:32][CH2:31][CH2:30]3)[S:27][CH:28]=2)[C:6]2[CH:7]=[C:8]([C:10]3[N:11]=[C:12]4[N:16]([CH:17]=3)[N:15]=[C:14]([O:18][CH3:19])[S:13]4)[O:9][C:5]=2[CH:4]=1.CCN(S(F)(F)[F:42])CC. The catalyst is ClCCl. The product is [F:42][C:29]1([C:26]2[S:27][CH:28]=[C:24]([CH2:23][O:22][C:20]3[C:6]4[CH:7]=[C:8]([C:10]5[N:11]=[C:12]6[N:16]([CH:17]=5)[N:15]=[C:14]([O:18][CH3:19])[S:13]6)[O:9][C:5]=4[CH:4]=[C:3]([O:2][CH3:1])[CH:21]=3)[N:25]=2)[CH2:34][CH2:33][CH2:32][CH2:31][CH2:30]1. The yield is 0.740. (4) The reactants are [CH3:1][C:2]1([CH3:12])[O:6][C:5](=[O:7])/[C:4](=[CH:8]/[C:9](Cl)=[O:10])/[O:3]1.[Cl:13][C:14]1[CH:19]=[CH:18][C:17]([NH:20][CH2:21][C:22]2[CH:27]=[CH:26][C:25]([CH3:28])=[CH:24][CH:23]=2)=[CH:16][CH:15]=1.N1C=CC=CC=1. The catalyst is ClCCl. The product is [Cl:13][C:14]1[CH:15]=[CH:16][C:17]([N:20]([CH2:21][C:22]2[CH:23]=[CH:24][C:25]([CH3:28])=[CH:26][CH:27]=2)[C:9](=[O:10])[CH:8]=[C:4]2[C:5](=[O:7])[O:6][C:2]([CH3:12])([CH3:1])[O:3]2)=[CH:18][CH:19]=1. The yield is 0.870. (5) The reactants are [CH3:1][O:2][C:3]([CH:5]1[CH2:10][CH2:9][N:8]([S:11]([CH2:14][C:15]2[C:24]3[C:19](=[CH:20][CH:21]=[CH:22][CH:23]=3)[N:18]([CH2:25]C)[C:17]([CH3:28])([CH3:27])[CH:16]=2)(=[O:13])=[O:12])[CH2:7][CH2:6]1)=[O:4].CN1C2C(=CC=[C:37]([O:40]C)C=2)C(CS(Cl)(=O)=O)CC1(C)C.COC(C1CCNCC1)=O.C(Cl)(Cl)Cl. The catalyst is C(#N)C.C(O)C. The product is [CH3:1][O:2][C:3]([CH:5]1[CH2:10][CH2:9][N:8]([S:11]([CH2:14][CH:15]2[C:24]3[C:19](=[CH:20][C:21]([O:40][CH3:37])=[CH:22][CH:23]=3)[N:18]([CH3:25])[C:17]([CH3:27])([CH3:28])[CH2:16]2)(=[O:12])=[O:13])[CH2:7][CH2:6]1)=[O:4]. The yield is 0.690. (6) The reactants are BrC1C=C(C[NH:11][C:12]([C:14]2[CH:19]=[CH:18][CH:17]=[C:16]([C:20]([NH:22][CH2:23][C:24]3[C:25]([NH:37][CH:38]4[CH2:43][CH2:42][O:41][CH2:40][CH2:39]4)=[C:26]4[CH:34]=[N:33][N:32]([CH2:35][CH3:36])[C:27]4=[N:28][C:29]=3[CH2:30][CH3:31])=[O:21])[CH:15]=2)=[O:13])C=C(OC)C=1.[CH:44]([C:46]1[CH:47]=[C:48](B(O)O)[CH:49]=[CH:50][CH:51]=1)=[O:45].[C:55]([O-:58])([O-])=O.[Na+].[Na+].O. The catalyst is O1CCOCC1.C1C=CC([P]([Pd]([P](C2C=CC=CC=2)(C2C=CC=CC=2)C2C=CC=CC=2)([P](C2C=CC=CC=2)(C2C=CC=CC=2)C2C=CC=CC=2)[P](C2C=CC=CC=2)(C2C=CC=CC=2)C2C=CC=CC=2)(C2C=CC=CC=2)C2C=CC=CC=2)=CC=1. The product is [CH2:35]([N:32]1[C:27]2=[N:28][C:29]([CH2:30][CH3:31])=[C:24]([CH2:23][N:22]([CH2:12][C:14]3[CH:15]=[C:16]([C:48]4[CH:49]=[CH:50][CH:51]=[C:46]([CH:44]=[O:45])[CH:47]=4)[CH:17]=[C:18]([O:58][CH3:55])[CH:19]=3)[C:20]([C:16]3[CH:17]=[CH:18][CH:19]=[C:14]([C:12]([NH2:11])=[O:13])[CH:15]=3)=[O:21])[C:25]([NH:37][CH:38]3[CH2:43][CH2:42][O:41][CH2:40][CH2:39]3)=[C:26]2[CH:34]=[N:33]1)[CH3:36]. The yield is 0.850. (7) The reactants are C([O-])([O-])=O.[K+].[K+].[OH:7][C:8]1[CH:9]=[C:10]([CH:14]=[CH:15][CH:16]=1)[C:11]([NH2:13])=[O:12].[Br:17][CH2:18][CH2:19][CH2:20][CH2:21][CH2:22][CH2:23]Br. The catalyst is CC#N. The product is [Br:17][CH2:18][CH2:19][CH2:20][CH2:21][CH2:22][CH2:23][O:7][C:8]1[CH:9]=[C:10]([C:11]([NH2:13])=[O:12])[CH:14]=[CH:15][CH:16]=1. The yield is 0.670. (8) The yield is 0.190. The product is [N:46]1[C:42]2[C:41](=[N:40][CH:45]=[CH:44][CH:43]=2)[NH:47][C:14]=1[C:13]1[CH:17]=[CH:18][C:10]([NH:9][C:1](=[O:8])[C:2]2[CH:7]=[CH:6][CH:5]=[CH:4][CH:3]=2)=[CH:11][CH:12]=1. The reactants are [C:1]([NH:9][C:10]1[CH:18]=[CH:17][C:13]([C:14](O)=O)=[CH:12][CH:11]=1)(=[O:8])[C:2]1[CH:7]=[CH:6][CH:5]=[CH:4][CH:3]=1.C1C=CC2N(O)N=NC=2C=1.CCN=C=NCCCN(C)C.[N:40]1[CH:45]=[CH:44][CH:43]=[C:42]([NH2:46])[C:41]=1[NH2:47].CCN(C(C)C)C(C)C. The catalyst is O.CN(C=O)C. (9) The reactants are [NH2:1][C:2]1[S:6][N:5]=[C:4]([CH3:7])[C:3]=1[C:8]#[N:9].[C:10](Cl)(=[O:15])[CH2:11][CH:12]([CH3:14])[CH3:13]. The catalyst is N1C=CC=CC=1.C(Cl)(Cl)Cl. The product is [C:8]([C:3]1[C:4]([CH3:7])=[N:5][S:6][C:2]=1[NH:1][C:10](=[O:15])[CH2:11][CH:12]([CH3:14])[CH3:13])#[N:9]. The yield is 0.880.